From a dataset of Catalyst prediction with 721,799 reactions and 888 catalyst types from USPTO. Predict which catalyst facilitates the given reaction. (1) Reactant: [Si:1]([O:8][C@@H:9]1[C@@H:13]([CH2:14][OH:15])[O:12][C@@H:11]([N:16]2[C:20]3[N:21]=[C:22]([NH:34][C:35](=[O:42])[C:36]4[CH:41]=[CH:40][CH:39]=[CH:38][CH:37]=4)[N:23]=[C:24]([NH:25][C:26](=[O:33])[C:27]4[CH:32]=[CH:31][CH:30]=[CH:29][CH:28]=4)[C:19]=3[CH:18]=[CH:17]2)[CH2:10]1)([C:4]([CH3:7])([CH3:6])[CH3:5])([CH3:3])[CH3:2]. Product: [Si:1]([O:8][C@@H:9]1[C@@H:13]([CH:14]=[O:15])[O:12][C@@H:11]([N:16]2[C:20]3[N:21]=[C:22]([NH:34][C:35](=[O:42])[C:36]4[CH:41]=[CH:40][CH:39]=[CH:38][CH:37]=4)[N:23]=[C:24]([NH:25][C:26](=[O:33])[C:27]4[CH:28]=[CH:29][CH:30]=[CH:31][CH:32]=4)[C:19]=3[CH:18]=[CH:17]2)[CH2:10]1)([C:4]([CH3:5])([CH3:6])[CH3:7])([CH3:3])[CH3:2]. The catalyst class is: 10. (2) Reactant: [O:1]=[C:2]1[C:10]2[C:5](=[CH:6][C:7]([C:11]#[N:12])=[CH:8][CH:9]=2)[CH2:4][CH2:3]1.[BH4-].[Na+]. Product: [OH:1][CH:2]1[C:10]2[C:5](=[CH:6][C:7]([C:11]#[N:12])=[CH:8][CH:9]=2)[CH2:4][CH2:3]1. The catalyst class is: 5.